The task is: Regression. Given a peptide amino acid sequence and an MHC pseudo amino acid sequence, predict their binding affinity value. This is MHC class I binding data.. This data is from Peptide-MHC class I binding affinity with 185,985 pairs from IEDB/IMGT. The peptide sequence is RRQWVLAFR. The MHC is HLA-A69:01 with pseudo-sequence HLA-A69:01. The binding affinity (normalized) is 0.0847.